This data is from Forward reaction prediction with 1.9M reactions from USPTO patents (1976-2016). The task is: Predict the product of the given reaction. (1) Given the reactants C(=O)([O-])O.[Na+].[NH2:6][C@@H:7]([C:18]1[CH:23]=[CH:22][C:21]([Cl:24])=[CH:20][CH:19]=1)[C:8]1[CH:17]=[CH:16][C:11]([C:12]([O:14][CH3:15])=[O:13])=[CH:10][CH:9]=1.[CH2:25]([CH:27]1[O:29][CH2:28]1)Br, predict the reaction product. The product is: [Cl:24][C:21]1[CH:20]=[CH:19][C:18]([C@@H:7]([C:8]2[CH:17]=[CH:16][C:11]([C:12]([O:14][CH3:15])=[O:13])=[CH:10][CH:9]=2)[N:6]2[CH2:28][CH:27]([OH:29])[CH2:25]2)=[CH:23][CH:22]=1. (2) Given the reactants [CH:1]1[C:10]2[C:5](=[CH:6][CH:7]=[CH:8][CH:9]=2)[CH:4]=[CH:3][C:2]=1[OH:11].[N:12]12[CH2:19][CH2:18][CH:15]([CH2:16][CH2:17]1)[CH:14]([OH:20])[CH2:13]2.C1(P(C2C=CC=CC=2)C2C=CC=CC=2)C=CC=CC=1.CCOC(/N=N/C([O:49][CH2:50][CH3:51])=O)=O.[OH-:52].[Na+], predict the reaction product. The product is: [NH3:12].[C:50]([OH:49])(=[O:20])/[CH:51]=[CH:1]/[C:2]([OH:11])=[O:52].[CH:1]1[C:10]2[C:5](=[CH:6][CH:7]=[CH:8][CH:9]=2)[CH:4]=[CH:3][C:2]=1[O:11][CH:14]1[CH:15]2[CH2:18][CH2:19][N:12]([CH2:17][CH2:16]2)[CH2:13]1.